This data is from Peptide-MHC class I binding affinity with 185,985 pairs from IEDB/IMGT. The task is: Regression. Given a peptide amino acid sequence and an MHC pseudo amino acid sequence, predict their binding affinity value. This is MHC class I binding data. (1) The peptide sequence is HQFTSNPEV. The MHC is HLA-A24:03 with pseudo-sequence HLA-A24:03. The binding affinity (normalized) is 0.0847. (2) The peptide sequence is RYLELGNETL. The MHC is H-2-Kd with pseudo-sequence H-2-Kd. The binding affinity (normalized) is 0.556. (3) The peptide sequence is RQDEVGTPF. The MHC is HLA-A02:19 with pseudo-sequence HLA-A02:19. The binding affinity (normalized) is 0.158. (4) The peptide sequence is STTPPHMIL. The MHC is Mamu-A01 with pseudo-sequence Mamu-A01. The binding affinity (normalized) is 0.861. (5) The peptide sequence is KIVQLPKRGV. The MHC is HLA-A02:06 with pseudo-sequence HLA-A02:06. The binding affinity (normalized) is 0.287.